From a dataset of hERG Central: cardiac toxicity at 1µM, 10µM, and general inhibition. Predict hERG channel inhibition at various concentrations. The drug is COC(=O)[C@H](Cc1ccccc1)NC(=O)N1CCN(Cc2ccccc2)CC1. Results: hERG_inhib (hERG inhibition (general)): blocker.